This data is from Catalyst prediction with 721,799 reactions and 888 catalyst types from USPTO. The task is: Predict which catalyst facilitates the given reaction. (1) Reactant: [CH3:1][O:2][C:3](=[O:18])[CH2:4][C:5]1[C:13]([C:14]([O:16][CH3:17])=[O:15])=[C:8]2[CH:9]=[CH:10][CH:11]=[CH:12][N:7]2[N:6]=1. Product: [CH3:1][O:2][C:3](=[O:18])[CH2:4][C:5]1[C:13]([C:14]([O:16][CH3:17])=[O:15])=[C:8]2[CH2:9][CH2:10][CH2:11][CH2:12][N:7]2[N:6]=1. The catalyst class is: 19. (2) Reactant: [OH:1][C@H:2]1[CH2:6][CH2:5][N:4]([C:7]2[N:12]=[CH:11][C:10]([NH:13][C:14](=[O:22])OC3C=CC=CC=3)=[CH:9][CH:8]=2)[CH2:3]1.[Cl:23][C:24]1[CH:25]=[C:26]([N:30]2[C:34]([CH2:35][NH2:36])=[CH:33][C:32]([C:37]([F:40])([F:39])[F:38])=[N:31]2)[CH:27]=[CH:28][CH:29]=1.C(N(CC)CC)C. Product: [Cl:23][C:24]1[CH:25]=[C:26]([N:30]2[C:34]([CH2:35][NH:36][C:14]([NH:13][C:10]3[CH:11]=[N:12][C:7]([N:4]4[CH2:5][CH2:6][C@H:2]([OH:1])[CH2:3]4)=[CH:8][CH:9]=3)=[O:22])=[CH:33][C:32]([C:37]([F:38])([F:39])[F:40])=[N:31]2)[CH:27]=[CH:28][CH:29]=1. The catalyst class is: 58. (3) Product: [CH3:19][N:18]([CH2:17][C:14]1[CH:13]=[CH:12][C:11]2[N:16]([C:8]([CH2:7][C:6]([NH2:33])=[O:5])=[C:9]([CH3:21])[CH:10]=2)[CH:15]=1)[CH3:20]. Reactant: C([O:5][C:6](=O)[CH2:7][C:8]1[N:16]2[C:11]([CH:12]=[CH:13][C:14]([CH2:17][N:18]([CH3:20])[CH3:19])=[CH:15]2)=[CH:10][C:9]=1[CH3:21])(C)(C)C.FC(F)(F)C(O)=O.C(C1NC=CN=1)(C1[NH:33]C=CN=1)=O. The catalyst class is: 2. (4) Reactant: [Cl:1][C:2]1[C:3]([NH:11][C:12]2[C:21]3[C:16](=[CH:17][C:18]([O:24][CH2:25][CH2:26][CH2:27]Cl)=[C:19]([O:22][CH3:23])[CH:20]=3)[N:15]=[CH:14][N:13]=2)=[C:4]2[O:10][CH2:9][O:8][C:5]2=[N:6][CH:7]=1.[CH2:29]([N:32]1[CH2:37][CH2:36][NH:35][CH2:34][CH2:33]1)[C:30]#[CH:31].[I-].[K+]. Product: [Cl:1][C:2]1[C:3]([NH:11][C:12]2[C:21]3[C:16](=[CH:17][C:18]([O:24][CH2:25][CH2:26][CH2:27][N:35]4[CH2:36][CH2:37][N:32]([CH2:29][C:30]#[CH:31])[CH2:33][CH2:34]4)=[C:19]([O:22][CH3:23])[CH:20]=3)[N:15]=[CH:14][N:13]=2)=[C:4]2[O:10][CH2:9][O:8][C:5]2=[N:6][CH:7]=1. The catalyst class is: 44. (5) Reactant: Cl[C:2]1[N:3]=[C:4]([N:13]2[CH2:18][CH2:17][O:16][CH2:15][CH2:14]2)[C:5]2[O:6][CH2:7][CH2:8][N:9]([CH3:12])[C:10]=2[N:11]=1.CC1(C)C(C)(C)OB([C:27]2[CH:28]=[N:29][C:30]([NH2:33])=[N:31][CH:32]=2)O1.C(Cl)Cl.C(=O)([O-])[O-].[Cs+].[Cs+]. Product: [CH3:12][N:9]1[CH2:8][CH2:7][O:6][C:5]2[C:4]([N:13]3[CH2:18][CH2:17][O:16][CH2:15][CH2:14]3)=[N:3][C:2]([C:27]3[CH:28]=[N:29][C:30]([NH2:33])=[N:31][CH:32]=3)=[N:11][C:10]1=2. The catalyst class is: 38. (6) Reactant: [CH2:1]([N:5]1[C:9]([CH:10]=[O:11])=[CH:8][N:7]=[C:6]1[C:12]1[CH:17]=[CH:16][CH:15]=[CH:14][CH:13]=1)[CH2:2][CH2:3][CH3:4].[CH3:18][Li]. The catalyst class is: 27. Product: [CH2:1]([N:5]1[C:9]([CH:10]([OH:11])[CH3:18])=[CH:8][N:7]=[C:6]1[C:12]1[CH:17]=[CH:16][CH:15]=[CH:14][CH:13]=1)[CH2:2][CH2:3][CH3:4]. (7) Reactant: Cl.[NH2:2][C:3]12[CH2:11][CH2:10][CH:7]([CH2:8][CH2:9]1)[CH2:6][N:5]1[C:12](=[O:30])[C:13]([O:21][C:22]([C:24]3[CH:29]=[CH:28][CH:27]=[CH:26][CH:25]=3)=[O:23])=[C:14]([C:16]([O:18][CH2:19][CH3:20])=[O:17])[N:15]=[C:4]21.C(N([CH2:36][CH3:37])CC)C.[CH:38](=O)[C:39]1[CH:44]=[CH:43][CH:42]=[CH:41][CH:40]=1.CC(O)=O.[BH3-]C#N.[Na+].C(=O)C. Product: [CH2:38]([N:2]([CH2:36][CH3:37])[C:3]12[CH2:11][CH2:10][CH:7]([CH2:8][CH2:9]1)[CH2:6][N:5]1[C:12](=[O:30])[C:13]([O:21][C:22]([C:24]3[CH:25]=[CH:26][CH:27]=[CH:28][CH:29]=3)=[O:23])=[C:14]([C:16]([O:18][CH2:19][CH3:20])=[O:17])[N:15]=[C:4]21)[C:39]1[CH:44]=[CH:43][CH:42]=[CH:41][CH:40]=1. The catalyst class is: 26. (8) Reactant: [CH3:1][O:2][C:3]([C:5]1[CH:10]=[C:9]([CH3:11])[NH:8][C:7](=[O:12])[CH:6]=1)=[O:4].[CH3:13]OC(OC)N(C)C. Product: [CH3:1][O:2][C:3]([C:5]1[CH:10]=[C:9]([CH3:11])[N:8]([CH3:13])[C:7](=[O:12])[CH:6]=1)=[O:4]. The catalyst class is: 3. (9) Reactant: Br[C:2]1[CH:11]=[CH:10][C:9]([N+:12]([O-])=O)=[C:8]2[C:3]=1[CH2:4][CH2:5][N:6]([CH3:15])[CH2:7]2.[H][H]. Product: [CH3:15][N:6]1[CH2:5][CH2:4][C:3]2[C:8](=[C:9]([NH2:12])[CH:10]=[CH:11][CH:2]=2)[CH2:7]1. The catalyst class is: 45. (10) Reactant: [C:1]([O:5][C:6]([N:8]([CH3:13])[CH2:9][C:10]([OH:12])=O)=[O:7])([CH3:4])([CH3:3])[CH3:2].FC1C=CC(S(N(C)CC([NH:28][CH2:29][C:30]2[CH:35]=[C:34]([C:36]3[CH:41]=[CH:40][C:39]([C:42]([F:45])([F:44])[F:43])=[CH:38][CH:37]=3)[N:33]=[CH:32][N:31]=2)=O)(=O)=O)=CC=1.O.ON1C2C=CC=CC=2N=N1.C(N(CC)C(C)C)(C)C.CN(C(ON1N=NC2C=CC=CC1=2)=[N+](C)C)C.F[P-](F)(F)(F)(F)F. Product: [CH3:13][N:8]([CH2:9][C:10](=[O:12])[NH:28][CH2:29][C:30]1[CH:35]=[C:34]([C:36]2[CH:37]=[CH:38][C:39]([C:42]([F:45])([F:44])[F:43])=[CH:40][CH:41]=2)[N:33]=[CH:32][N:31]=1)[C:6](=[O:7])[O:5][C:1]([CH3:2])([CH3:3])[CH3:4]. The catalyst class is: 39.